From a dataset of CYP3A4 inhibition data for predicting drug metabolism from PubChem BioAssay. Regression/Classification. Given a drug SMILES string, predict its absorption, distribution, metabolism, or excretion properties. Task type varies by dataset: regression for continuous measurements (e.g., permeability, clearance, half-life) or binary classification for categorical outcomes (e.g., BBB penetration, CYP inhibition). Dataset: cyp3a4_veith. The molecule is O=C(/C=C/c1ccc(-c2ccccc2[N+](=O)[O-])o1)c1ccc(F)cc1. The result is 1 (inhibitor).